Dataset: NCI-60 drug combinations with 297,098 pairs across 59 cell lines. Task: Regression. Given two drug SMILES strings and cell line genomic features, predict the synergy score measuring deviation from expected non-interaction effect. Drug 1: CC1CCC2CC(C(=CC=CC=CC(CC(C(=O)C(C(C(=CC(C(=O)CC(OC(=O)C3CCCCN3C(=O)C(=O)C1(O2)O)C(C)CC4CCC(C(C4)OC)O)C)C)O)OC)C)C)C)OC. Drug 2: CC1=C2C(C(=O)C3(C(CC4C(C3C(C(C2(C)C)(CC1OC(=O)C(C(C5=CC=CC=C5)NC(=O)C6=CC=CC=C6)O)O)OC(=O)C7=CC=CC=C7)(CO4)OC(=O)C)O)C)OC(=O)C. Cell line: DU-145. Synergy scores: CSS=41.4, Synergy_ZIP=2.13, Synergy_Bliss=-3.57, Synergy_Loewe=-2.94, Synergy_HSA=-1.92.